Predict the reactants needed to synthesize the given product. From a dataset of Full USPTO retrosynthesis dataset with 1.9M reactions from patents (1976-2016). (1) Given the product [F:28][C:29]1[CH:34]=[CH:33][C:32]([O:35][C:8]2[CH:23]=[CH:22][C:21]([C:24]([F:27])([F:26])[F:25])=[CH:20][C:9]=2[C:10]([NH:12][C:13]2[CH:18]=[CH:17][NH:16][C:15](=[O:19])[CH:14]=2)=[O:11])=[C:31]([O:4][CH3:1])[CH:30]=1, predict the reactants needed to synthesize it. The reactants are: [C:1]([O-:4])([O-])=O.[Cs+].[Cs+].F[C:8]1[CH:23]=[CH:22][C:21]([C:24]([F:27])([F:26])[F:25])=[CH:20][C:9]=1[C:10]([NH:12][C:13]1[CH:18]=[CH:17][NH:16][C:15](=[O:19])[CH:14]=1)=[O:11].[F:28][C:29]1[CH:34]=[CH:33][C:32]([OH:35])=[CH:31][C:30]=1OC. (2) The reactants are: C(O[C:4](=[O:8])[CH2:5][C:6]#[N:7])C.[C:9]([O-])([O-])=O.[K+].[K+].Br.[F:16][C:17]1[C:27]([F:28])=[CH:26][CH:25]=[CH:24][C:18]=1[CH2:19][S:20][C:21](=[NH:23])[NH2:22].[CH3:29][CH2:30]O.[CH3:32][CH2:33]OC(C)=O. Given the product [CH:30]([C:29]1[C:5]([C:6]#[N:7])=[C:4]([OH:8])[N:22]=[C:21]([S:20][CH2:19][C:18]2[CH:24]=[CH:25][CH:26]=[C:27]([F:28])[C:17]=2[F:16])[N:23]=1)([CH2:32][CH3:33])[CH3:9], predict the reactants needed to synthesize it. (3) Given the product [C:21]1([C:14]2[CH:15]=[CH:16][CH:17]=[C:18]3[C:13]=2[N:12]=[C:11](/[CH:10]=[CH:9]/[P:4](=[O:3])([OH:5])[OH:8])[CH:20]=[CH:19]3)[C:30]2[C:25](=[CH:26][CH:27]=[CH:28][CH:29]=2)[CH:24]=[CH:23][CH:22]=1, predict the reactants needed to synthesize it. The reactants are: C([O:3][P:4](/[CH:9]=[CH:10]/[C:11]1[CH:20]=[CH:19][C:18]2[C:13](=[C:14]([C:21]3[C:30]4[C:25](=[CH:26][CH:27]=[CH:28][CH:29]=4)[CH:24]=[CH:23][CH:22]=3)[CH:15]=[CH:16][CH:17]=2)[N:12]=1)(=[O:8])[O:5]CC)C.Br[Si](C)(C)C.